Task: Predict the reactants needed to synthesize the given product.. Dataset: Full USPTO retrosynthesis dataset with 1.9M reactions from patents (1976-2016) (1) Given the product [CH2:28]([C:32]1[CH:33]=[CH:34][C:35]([C:38]#[C:39][C:2]2[CH:7]=[CH:6][C:5]([S:8]([N:11]([CH2:22][CH2:23][CH2:24][CH2:25][CH2:26][CH3:27])[C:12]3[CH:13]=[CH:14][C:15]([F:21])=[C:16]([CH:20]=3)[C:17]([O:19][CH3:40])=[O:18])(=[O:10])=[O:9])=[CH:4][CH:3]=2)=[CH:36][CH:37]=1)[CH2:29][CH2:30][CH3:31], predict the reactants needed to synthesize it. The reactants are: Br[C:2]1[CH:7]=[CH:6][C:5]([S:8]([N:11]([CH2:22][CH2:23][CH2:24][CH2:25][CH2:26][CH3:27])[C:12]2[CH:13]=[CH:14][C:15]([F:21])=[C:16]([CH:20]=2)[C:17]([O-:19])=[O:18])(=[O:10])=[O:9])=[CH:4][CH:3]=1.[CH2:28]([C:32]1[CH:37]=[CH:36][C:35]([C:38]#[CH:39])=[CH:34][CH:33]=1)[CH2:29][CH2:30][CH3:31].[C:40]1(P(C2C=CC=CC=2)C2C=CC=CC=2)C=CC=CC=1. (2) The reactants are: [NH2:1][C:2]1[N:10]=[CH:9][CH:8]=[CH:7][C:3]=1[C:4]([OH:6])=O.ON1C2C=CC=CC=2N=N1.CCN=C=NCCCN(C)C.[CH2:32]([O:36][C:37]1[CH:38]=[C:39]([CH:49]=[CH:50][CH:51]=1)[O:40][C:41]1[CH:48]=[CH:47][C:44]([CH2:45][NH2:46])=[CH:43][CH:42]=1)[CH2:33][CH2:34][CH3:35].C(=O)(O)[O-].[Na+]. Given the product [CH2:32]([O:36][C:37]1[CH:38]=[C:39]([CH:49]=[CH:50][CH:51]=1)[O:40][C:41]1[CH:42]=[CH:43][C:44]([CH2:45][NH:46][C:4](=[O:6])[C:3]2[CH:7]=[CH:8][CH:9]=[N:10][C:2]=2[NH2:1])=[CH:47][CH:48]=1)[CH2:33][CH2:34][CH3:35], predict the reactants needed to synthesize it. (3) Given the product [NH2:1][C@@H:2]1[CH2:7][CH2:6][CH2:5][N:4]([C:8]2[N:13]([CH2:14][C:15]3[CH:22]=[CH:21][CH:20]=[CH:19][C:16]=3[C:17]#[N:18])[C:12](=[O:23])[N:11]([CH3:24])[C:10](=[O:25])[C:9]=2[Cl:28])[CH2:3]1, predict the reactants needed to synthesize it. The reactants are: [NH2:1][C@@H:2]1[CH2:7][CH2:6][CH2:5][N:4]([C:8]2[N:13]([CH2:14][C:15]3[CH:22]=[CH:21][CH:20]=[CH:19][C:16]=3[C:17]#[N:18])[C:12](=[O:23])[N:11]([CH3:24])[C:10](=[O:25])[CH:9]=2)[CH2:3]1.O=S(Cl)[Cl:28]. (4) Given the product [C:1]([O:5][C:6]([N:8]1[CH:12]=[CH:11][C:10]([CH2:13][Br:14])=[N:9]1)=[O:7])([CH3:4])([CH3:3])[CH3:2], predict the reactants needed to synthesize it. The reactants are: [C:1]([O:5][C:6]([N:8]1[CH:12]=[CH:11][C:10]([CH3:13])=[N:9]1)=[O:7])([CH3:4])([CH3:3])[CH3:2].[Br:14]N1C(=O)CCC1=O.